Dataset: Full USPTO retrosynthesis dataset with 1.9M reactions from patents (1976-2016). Task: Predict the reactants needed to synthesize the given product. (1) Given the product [CH3:24][N:1]1[C:5]2[CH2:6][N:7]([C:10]([O:12][C:13]([CH3:16])([CH3:15])[CH3:14])=[O:11])[CH2:8][CH2:9][C:4]=2[CH:3]=[C:2]1[C:17]([O:19][CH2:20][CH3:21])=[O:18], predict the reactants needed to synthesize it. The reactants are: [NH:1]1[C:5]2[CH2:6][N:7]([C:10]([O:12][C:13]([CH3:16])([CH3:15])[CH3:14])=[O:11])[CH2:8][CH2:9][C:4]=2[CH:3]=[C:2]1[C:17]([O:19][CH2:20][CH3:21])=[O:18].[H-].[Na+].[CH3:24]I. (2) Given the product [CH2:1]([O:3][C:4]([C:6]1[C:7]([CH3:25])=[N:8][C:9]2[C:14]([C:15]=1[NH2:16])=[C:13]([O:17][CH2:18][CH:19]1[CH2:20][CH2:21][N:22]([C:26](=[O:30])[CH2:27][CH2:28][CH3:29])[CH2:23][CH2:24]1)[CH:12]=[CH:11][CH:10]=2)=[O:5])[CH3:2], predict the reactants needed to synthesize it. The reactants are: [CH2:1]([O:3][C:4]([C:6]1[C:7]([CH3:25])=[N:8][C:9]2[C:14]([C:15]=1[NH2:16])=[C:13]([O:17][CH2:18][CH:19]1[CH2:24][CH2:23][NH:22][CH2:21][CH2:20]1)[CH:12]=[CH:11][CH:10]=2)=[O:5])[CH3:2].[C:26](O)(=[O:30])[CH2:27][CH2:28][CH3:29]. (3) Given the product [ClH:12].[NH2:13][CH2:14][C:15](=[O:21])[CH2:16][CH2:17][C:18]([O:8][CH2:7][C:6]1[CH:9]=[CH:10][CH:11]=[C:4]([N+:1]([O-:3])=[O:2])[CH:5]=1)=[O:19], predict the reactants needed to synthesize it. The reactants are: [N+:1]([C:4]1[CH:5]=[C:6]([CH:9]=[CH:10][CH:11]=1)[CH2:7][OH:8])([O-:3])=[O:2].[ClH:12].[NH2:13][CH2:14][C:15](=[O:21])[CH2:16][CH2:17][C:18](O)=[O:19]. (4) Given the product [CH2:4]=[C:3]([CH3:6])[CH3:5].[CH3:4][CH:3]([CH3:6])[CH3:5].[CH:4](=[O:1])[CH:3]([CH3:6])[CH3:5].[O:1]=[CH:4][C:3](=[CH2:6])[CH3:5], predict the reactants needed to synthesize it. The reactants are: [O:1]=O.[C:3](O)([CH3:6])([CH3:5])[CH3:4]. (5) The reactants are: COC([C:5]12[CH2:11][C:8]([C:12]([OH:14])=[O:13])([CH2:9][CH2:10]1)[CH2:7][CH2:6]2)=O.CC[N:17]([CH:21](C)C)C(C)C.C1C=CC([O:30]P(OC2C=CC=CC=2)(N=[N+]=[N-])=O)=CC=1.[CH2:43]([OH:50])[C:44]1[CH:49]=[CH:48][CH:47]=[CH:46][CH:45]=1. Given the product [CH2:43]([O:50][C:21]([NH:17][C:5]12[CH2:11][C:8]([C:12]([OH:14])=[O:13])([CH2:7][CH2:6]1)[CH2:9][CH2:10]2)=[O:30])[C:44]1[CH:49]=[CH:48][CH:47]=[CH:46][CH:45]=1, predict the reactants needed to synthesize it.